The task is: Predict the reactants needed to synthesize the given product.. This data is from Full USPTO retrosynthesis dataset with 1.9M reactions from patents (1976-2016). (1) Given the product [NH2:1][C@H:2]([C:13]([OH:15])=[O:14])[CH2:3][C:4]1[C:12]2[C:7](=[CH:8][CH:9]=[CH:10][CH:11]=2)[NH:6][CH:5]=1, predict the reactants needed to synthesize it. The reactants are: [NH2:1][C@@H:2]([C:13]([OH:15])=[O:14])[CH2:3][C:4]1[C:12]2[C:7](=[CH:8][CH:9]=[CH:10][CH:11]=2)[NH:6][CH:5]=1.N[C@H](C(O)=O)C. (2) Given the product [I:12][C:9]1[CH:10]=[C:11]2[C:6](=[CH:7][CH:8]=1)[N:5]=[C:4]([CH3:13])[C:3]([S:14]([CH3:17])(=[O:16])=[O:15])=[C:2]2[N:18]1[CH2:23][CH2:22][CH2:21][CH2:20][CH2:19]1, predict the reactants needed to synthesize it. The reactants are: Cl[C:2]1[C:11]2[C:6](=[CH:7][CH:8]=[C:9]([I:12])[CH:10]=2)[N:5]=[C:4]([CH3:13])[C:3]=1[S:14]([CH3:17])(=[O:16])=[O:15].[NH:18]1[CH2:23][CH2:22][CH2:21][CH2:20][CH2:19]1.C(N(CC)C(C)C)(C)C. (3) Given the product [CH2:1]([N:8]1[CH2:9][CH2:10][N:11]([CH2:12][C:13]2[CH:18]=[CH:17][CH:16]=[CH:15][CH:14]=2)[CH2:26][CH:20]1[C:21]([O:23][CH2:24][CH3:25])=[O:22])[C:2]1[CH:3]=[CH:4][CH:5]=[CH:6][CH:7]=1, predict the reactants needed to synthesize it. The reactants are: [CH2:1]([NH:8][CH2:9][CH2:10][NH:11][CH2:12][C:13]1[CH:18]=[CH:17][CH:16]=[CH:15][CH:14]=1)[C:2]1[CH:7]=[CH:6][CH:5]=[CH:4][CH:3]=1.Br[CH:20]([CH2:26]Br)[C:21]([O:23][CH2:24][CH3:25])=[O:22]. (4) Given the product [Br:1][C:2]1[CH:11]=[CH:10][C:5]([C:6]([O:8][CH3:9])=[O:7])=[CH:4][C:3]=1[CH2:12][OH:16], predict the reactants needed to synthesize it. The reactants are: [Br:1][C:2]1[CH:11]=[CH:10][C:5]([C:6]([O:8][CH3:9])=[O:7])=[CH:4][C:3]=1[CH2:12]Br.CS(C)=[O:16].C(=O)(O)[O-].[Na+]. (5) Given the product [CH2:35]([O:42][C:43]1[CH:48]=[CH:47][C:46]([NH:60][CH2:59][C@H:58]([O:57][Si:50]([C:53]([CH3:54])([CH3:56])[CH3:55])([CH3:52])[CH3:51])[CH3:61])=[CH:45][CH:44]=1)[C:36]1[CH:41]=[CH:40][CH:39]=[CH:38][CH:37]=1, predict the reactants needed to synthesize it. The reactants are: C1(P(C2CCCCC2)C2C=CC=CC=2C2C(C(C)C)=CC(C(C)C)=CC=2C(C)C)CCCCC1.[CH2:35]([O:42][C:43]1[CH:48]=[CH:47][C:46](Br)=[CH:45][CH:44]=1)[C:36]1[CH:41]=[CH:40][CH:39]=[CH:38][CH:37]=1.[Si:50]([O:57][C@H:58]([CH3:61])[CH2:59][NH2:60])([C:53]([CH3:56])([CH3:55])[CH3:54])([CH3:52])[CH3:51].C(=O)([O-])[O-].[Cs+].[Cs+]. (6) Given the product [CH3:9][O:10][C:11]1[CH:12]=[CH:13][C:14]([C:17]2[C:25]3[C:24]([NH:26][CH2:27][CH2:28][CH2:29][O:30][CH2:3][CH2:2][C:1]#[N:4])=[N:23][CH:22]=[N:21][C:20]=3[O:19][C:18]=2[C:31]2[CH:36]=[CH:35][CH:34]=[CH:33][CH:32]=2)=[CH:15][CH:16]=1, predict the reactants needed to synthesize it. The reactants are: [C:1](#[N:4])[CH:2]=[CH2:3].CC[O-].[Na+].[CH3:9][O:10][C:11]1[CH:16]=[CH:15][C:14]([C:17]2[C:25]3[C:24]([NH:26][CH2:27][CH2:28][CH2:29][OH:30])=[N:23][CH:22]=[N:21][C:20]=3[O:19][C:18]=2[C:31]2[CH:36]=[CH:35][CH:34]=[CH:33][CH:32]=2)=[CH:13][CH:12]=1. (7) The reactants are: [CH2:1]([C:3]1[C:4]([NH:20][C@H:21]2[C@@H:25]([O:26][CH2:27][CH3:28])[CH2:24][N:23](C(OCC3C=CC=CC=3)=O)[CH2:22]2)=[N:5][C:6]([CH2:18][CH3:19])=[C:7]([C:9]2[C:10]([CH3:17])=[N:11][C:12]([O:15][CH3:16])=[CH:13][CH:14]=2)[N:8]=1)[CH3:2].C1CC=CCC=1. Given the product [CH2:27]([O:26][C@H:25]1[CH2:24][NH:23][CH2:22][C@H:21]1[NH:20][C:4]1[C:3]([CH2:1][CH3:2])=[N:8][C:7]([C:9]2[C:10]([CH3:17])=[N:11][C:12]([O:15][CH3:16])=[CH:13][CH:14]=2)=[C:6]([CH2:18][CH3:19])[N:5]=1)[CH3:28], predict the reactants needed to synthesize it. (8) Given the product [OH:19][CH2:18][C@H:17]([NH:16][C:8]([C:5]1[CH:4]=[C:3]([O:11][CH2:12][CH:13]2[CH2:15][CH2:14]2)[C:2]([Cl:1])=[CH:7][N:6]=1)=[O:10])[CH:20]([CH3:22])[CH3:21], predict the reactants needed to synthesize it. The reactants are: [Cl:1][C:2]1[C:3]([O:11][CH2:12][CH:13]2[CH2:15][CH2:14]2)=[CH:4][C:5]([C:8]([OH:10])=O)=[N:6][CH:7]=1.[NH2:16][C@H:17]([CH:20]([CH3:22])[CH3:21])[CH2:18][OH:19].